This data is from Full USPTO retrosynthesis dataset with 1.9M reactions from patents (1976-2016). The task is: Predict the reactants needed to synthesize the given product. (1) Given the product [CH3:1][C:2]1([CH3:22])[CH2:11][CH:10]=[C:9]([S:12][C:13]2[CH:14]=[CH:15][CH:16]=[CH:17][CH:18]=2)[C:8]2[CH:7]=[C:6]([C:19]([O:21][C:24]3[CH:38]=[CH:37][C:27]([C:28]([O:30][CH2:31][CH3:32])=[O:29])=[CH:26][CH:25]=3)=[O:20])[CH:5]=[CH:4][C:3]1=2, predict the reactants needed to synthesize it. The reactants are: [CH3:1][C:2]1([CH3:22])[CH2:11][CH:10]=[C:9]([S:12][C:13]2[CH:18]=[CH:17][CH:16]=[CH:15][CH:14]=2)[C:8]2[CH:7]=[C:6]([C:19]([OH:21])=[O:20])[CH:5]=[CH:4][C:3]1=2.O[C:24]1[CH:38]=[CH:37][C:27]([C:28]([O:30][CH2:31][CH2:32][Si](C)(C)C)=[O:29])=[CH:26][CH:25]=1.Cl.CN(C)CCCN=C=NCC.CCOC(C)=O. (2) Given the product [C:52]([C:51]1[CH:54]=[CH:55][CH:56]=[CH:57][C:50]=1[N:43]1[C:44]2[C:49](=[CH:48][CH:47]=[CH:46][CH:45]=2)[C:41]([CH2:40][N:31]2[C:30](=[O:58])[C@@H:29]([NH:28][C:68](=[O:69])[C@@H:67]([NH:66][C:64](=[O:65])[O:63][C:59]([CH3:61])([CH3:60])[CH3:62])[CH3:71])[CH2:35][O:34][C:33]3[CH:36]=[CH:37][CH:38]=[CH:39][C:32]2=3)=[N:42]1)#[N:53], predict the reactants needed to synthesize it. The reactants are: F[P-](F)(F)(F)(F)F.N1(O[P+](N(C)C)(N(C)C)N(C)C)C2C=CC=CC=2N=N1.[NH2:28][C@H:29]1[CH2:35][O:34][C:33]2[CH:36]=[CH:37][CH:38]=[CH:39][C:32]=2[N:31]([CH2:40][C:41]2[C:49]3[C:44](=[CH:45][CH:46]=[CH:47][CH:48]=3)[N:43]([C:50]3[CH:57]=[CH:56][CH:55]=[CH:54][C:51]=3[C:52]#[N:53])[N:42]=2)[C:30]1=[O:58].[C:59]([O:63][C:64]([NH:66][C@@H:67]([CH3:71])[C:68](O)=[O:69])=[O:65])([CH3:62])([CH3:61])[CH3:60].CCN(C(C)C)C(C)C. (3) Given the product [C:1]([O:4][CH2:5][C:6]([CH3:36])([CH3:35])[CH2:7][N:8]1[C:14]2[CH:15]=[CH:16][C:17]([Cl:19])=[CH:18][C:13]=2[C@@H:12]([C:20]2[CH:25]=[CH:24][CH:23]=[C:22]([O:26][CH3:27])[C:21]=2[O:28][CH3:29])[O:11][C@H:10]([CH2:30][C:31]([NH:42][C:43]2[CH:44]=[C:45]([CH:50]=[CH:51][C:52]=2[O:53][CH3:54])[C:46]([O:48][CH3:49])=[O:47])=[O:32])[C:9]1=[O:34])(=[O:3])[CH3:2], predict the reactants needed to synthesize it. The reactants are: [C:1]([O:4][CH2:5][C:6]([CH3:36])([CH3:35])[CH2:7][N:8]1[C:14]2[CH:15]=[CH:16][C:17]([Cl:19])=[CH:18][C:13]=2[C@@H:12]([C:20]2[CH:25]=[CH:24][CH:23]=[C:22]([O:26][CH3:27])[C:21]=2[O:28][CH3:29])[O:11][C@H:10]([CH2:30][C:31](O)=[O:32])[C:9]1=[O:34])(=[O:3])[CH3:2].S(Cl)(Cl)=O.Cl.[NH2:42][C:43]1[CH:44]=[C:45]([CH:50]=[CH:51][C:52]=1[O:53][CH3:54])[C:46]([O:48][CH3:49])=[O:47].C(N(CC)CC)C. (4) Given the product [C:1]([O:18][CH2:17][C:16]1[CH:19]=[CH:20][C:13]([N:12]([C:21]2[CH:26]=[CH:25][CH:24]=[CH:23][CH:22]=2)[C:6]2[CH:11]=[CH:10][CH:9]=[CH:8][CH:7]=2)=[CH:14][CH:15]=1)(=[O:4])[CH:2]=[CH2:3], predict the reactants needed to synthesize it. The reactants are: [C:1](Cl)(=[O:4])[CH:2]=[CH2:3].[C:6]1([N:12]([C:21]2[CH:26]=[CH:25][CH:24]=[CH:23][CH:22]=2)[C:13]2[CH:20]=[CH:19][C:16]([CH2:17][OH:18])=[CH:15][CH:14]=2)[CH:11]=[CH:10][CH:9]=[CH:8][CH:7]=1.C(N(CC)CC)C.